The task is: Predict the reaction yield, written as a fraction of the theoretical maximum amount of product (1.0 means a 100% yield; for example, 0.34 means a 34% yield).. This data is from Reaction yield outcomes from USPTO patents with 853,638 reactions. (1) The reactants are S(Cl)(Cl)=O.C1(CCCC(O)=O)C=CC=CC=1.C1(CCCC(Cl)=O)C=CC=CC=1.[CH3:29][O:30][C:31]1[CH:32]=[C:33]2[C:38](=[CH:39][C:40]=1[O:41][CH3:42])[N:37]=[CH:36][N:35]=[C:34]2[O:43][C:44]1[CH:50]=[CH:49][C:47]([NH2:48])=[CH:46][CH:45]=1.[C:51]1([CH2:57][CH2:58][CH2:59][C:60]([N:62]=[C:63]=[S:64])=[O:61])[CH:56]=[CH:55][CH:54]=[CH:53][CH:52]=1. The product is [CH3:29][O:30][C:31]1[CH:32]=[C:33]2[C:38](=[CH:39][C:40]=1[O:41][CH3:42])[N:37]=[CH:36][N:35]=[C:34]2[O:43][C:44]1[CH:50]=[CH:49][C:47]([NH:48][C:63]([NH:62][C:60](=[O:61])[CH2:59][CH2:58][CH2:57][C:51]2[CH:52]=[CH:53][CH:54]=[CH:55][CH:56]=2)=[S:64])=[CH:46][CH:45]=1. The yield is 0.450. The catalyst is C1(C)C=CC=CC=1.C(O)C. (2) The reactants are [F:1][C:2]1[CH:7]=[CH:6][CH:5]=[C:4]([F:8])[C:3]=1[N:9]1[C:14]2[N:15]=[C:16](S(C)=O)[N:17]=[C:18]([C:19]3[CH:20]=[C:21]([CH:32]=[CH:33][C:34]=3[CH3:35])[C:22]([NH:24][C:25]3[CH:30]=[CH:29][C:28]([F:31])=[CH:27][CH:26]=3)=[O:23])[C:13]=2[CH2:12][NH:11][C:10]1=[O:39].[CH3:40][CH:41]([NH:43][CH2:44][CH2:45][CH2:46][NH2:47])[CH3:42]. The catalyst is C1COCC1. The product is [F:1][C:2]1[CH:7]=[CH:6][CH:5]=[C:4]([F:8])[C:3]=1[N:9]1[C:14]2[N:15]=[C:16]([NH:47][CH2:46][CH2:45][CH2:44][NH:43][CH:41]([CH3:42])[CH3:40])[N:17]=[C:18]([C:19]3[CH:20]=[C:21]([CH:32]=[CH:33][C:34]=3[CH3:35])[C:22]([NH:24][C:25]3[CH:30]=[CH:29][C:28]([F:31])=[CH:27][CH:26]=3)=[O:23])[C:13]=2[CH2:12][NH:11][C:10]1=[O:39]. The yield is 0.640. (3) The reactants are Cl.[CH2:2]([O:9][C:10]([C:12]1[C:20]2[C:15](=[CH:16][CH:17]=[C:18]([CH2:21][NH2:22])[CH:19]=2)[NH:14][C:13]=1[CH3:23])=[O:11])[C:3]1[CH:8]=[CH:7][CH:6]=[CH:5][CH:4]=1.[CH:24](=O)[CH3:25].[C:27](O[BH-](OC(=O)C)OC(=O)C)(=O)[CH3:28].[Na+]. The catalyst is ClC(Cl)C. The product is [CH2:2]([O:9][C:10]([C:12]1[C:20]2[C:15](=[CH:16][CH:17]=[C:18]([CH2:21][N:22]([CH2:24][CH3:25])[CH2:27][CH3:28])[CH:19]=2)[NH:14][C:13]=1[CH3:23])=[O:11])[C:3]1[CH:4]=[CH:5][CH:6]=[CH:7][CH:8]=1. The yield is 0.340. (4) The catalyst is C([O-])(=O)C.[Pd+2].C([O-])(=O)C.C1(P(C2CCCCC2)C2C=CC=CC=2C2C(OC(C)C)=CC=CC=2OC(C)C)CCCCC1.O. The product is [CH:47]1([C:16]2[C:11]([C:9]3[CH:10]=[CH:5][C:6]4[O:1][CH2:2][CH2:3][CH2:4][C:7]=4[CH:8]=3)=[C:12]([CH:26]([CH2:31][CH:32]([CH3:34])[CH3:33])[C:27]([O:29][CH3:30])=[O:28])[C:13]([CH3:25])=[CH:14][CH:15]=2)[CH2:44][CH2:45]1. The reactants are [O:1]1[C:6]2[CH:7]=[CH:8][C:9]([C:11]3[C:16](OS(C(F)(F)F)(=O)=O)=[CH:15][CH:14]=[C:13]([CH3:25])[C:12]=3[CH:26]([CH2:31][CH:32]([CH3:34])[CH3:33])[C:27]([O:29][CH3:30])=[O:28])=[CH:10][C:5]=2[CH2:4][CH2:3][CH2:2]1.O.[O-]P([O-])([O-])=O.[K+].[K+].[K+].[C:44](O)([CH3:47])(C)[CH3:45].O. The yield is 0.800. (5) The reactants are [C:1]1([NH2:8])[C:2]([NH2:7])=[CH:3][CH:4]=[CH:5][CH:6]=1.[S:9](=O)(=[O:12])([OH:11])[OH:10]. No catalyst specified. The product is [NH2:7][C:2]1[CH:3]=[C:4]([S:9]([OH:12])(=[O:11])=[O:10])[CH:5]=[CH:6][C:1]=1[NH2:8]. The yield is 0.490.